Predict the reaction yield, written as a fraction of the theoretical maximum amount of product (1.0 means a 100% yield; for example, 0.34 means a 34% yield). From a dataset of Reaction yield outcomes from USPTO patents with 853,638 reactions. (1) The product is [OH:9][C:6]1[CH:7]=[CH:8][C:3]2[O:23][C:12]([C:13]3[CH:18]=[C:17]([OH:19])[CH:16]=[CH:15][C:14]=3[OH:21])=[N:11][C:4]=2[CH:5]=1. The yield is 0.760. The catalyst is Cl. The reactants are CO[C:3]1[CH:8]=[CH:7][C:6]([O:9]C)=[CH:5][C:4]=1[NH:11][C:12](=[O:23])[C:13]1[CH:18]=[C:17]([O:19]C)[CH:16]=[CH:15][C:14]=1[O:21]C.Cl.N1C=CC=CC=1. (2) The reactants are [CH:1]1([C:4]2[CH:5]=[CH:6][C:7]([C:12]#[N:13])=[N:8][C:9]=2[CH2:10]O)[CH2:3][CH2:2]1.C(Br)(Br)(Br)[Br:15].C1C=CC(P(C2C=CC=CC=2)C2C=CC=CC=2)=CC=1. The catalyst is C1COCC1. The product is [Br:15][CH2:10][C:9]1[N:8]=[C:7]([C:12]#[N:13])[CH:6]=[CH:5][C:4]=1[CH:1]1[CH2:3][CH2:2]1. The yield is 0.740. (3) The reactants are OC(C(F)(F)F)=O.[CH3:8][N:9]1[CH:13]([C:14]([OH:16])=O)[CH2:12][N:11]([C:17]2[CH:22]=[CH:21][CH:20]=[C:19]([CH3:23])[N:18]=2)[C:10]1=[O:24].O.ON1C2C=CC=CC=2N=N1.Cl.C(N=C=NCCCN(C)C)C.C(N1CCOCC1)C.[Cl:56][C:57]1[C:62]([C:63]([F:66])([F:65])[F:64])=[CH:61][CH:60]=[CH:59][C:58]=1[CH2:67][NH2:68]. The catalyst is ClCCl. The product is [Cl:56][C:57]1[C:62]([C:63]([F:65])([F:66])[F:64])=[CH:61][CH:60]=[CH:59][C:58]=1[CH2:67][NH:68][C:14]([CH:13]1[CH2:12][N:11]([C:17]2[CH:22]=[CH:21][CH:20]=[C:19]([CH3:23])[N:18]=2)[C:10](=[O:24])[N:9]1[CH3:8])=[O:16]. The yield is 0.610. (4) The reactants are [CH3:1][C:2]1[C@@H:19]([O:20][C:21]([C@H:23]([OH:40])[C@@H:24]([NH:31][C:32]([C:34]2[CH:35]=[CH:36][CH:37]=[CH:38][CH:39]=2)=[O:33])[C:25]2[CH:26]=[CH:27][CH:28]=[CH:29][CH:30]=2)=[O:22])[CH2:18][C@:14]2([OH:41])[C:15]([CH3:17])([CH3:16])[C:3]=1[C@@H:4]([O:59][C:60]([CH3:62])=[O:61])[C:5]([C@@:7]1([CH3:58])[C@H:12]([C@@H:13]2[O:42][C:43]([C:45]2[CH:46]=[CH:47][CH:48]=[CH:49][CH:50]=2)=[O:44])[C@:11]2([O:53][C:54]([CH3:56])=[O:55])[CH2:51][O:52][C@@H:10]2[CH2:9][C@@H:8]1[OH:57])=[O:6].N1C=CN=C1.Cl[Si:69]([CH3:85])([CH3:84])[CH2:70][CH2:71][CH2:72][CH2:73][C:74]([O:76][CH2:77][C:78]1[CH:83]=[CH:82][CH:81]=[CH:80][CH:79]=1)=[O:75].[SiH3]Cl. The catalyst is CN(C=O)C. The product is [C:60]([O:59][C@@H:4]1[C:3]2[C:15]([CH3:16])([CH3:17])[C@@:14]([OH:41])([CH2:18][C@H:19]([O:20][C:21](=[O:22])[C@H:23]([OH:40])[C@@H:24]([NH:31][C:32](=[O:33])[C:34]3[CH:39]=[CH:38][CH:37]=[CH:36][CH:35]=3)[C:25]3[CH:26]=[CH:27][CH:28]=[CH:29][CH:30]=3)[C:2]=2[CH3:1])[C@@H:13]([O:42][C:43](=[O:44])[C:45]2[CH:50]=[CH:49][CH:48]=[CH:47][CH:46]=2)[CH:12]2[C@:11]3([O:53][C:54](=[O:55])[CH3:56])[CH2:51][O:52][C@@H:10]3[CH2:9][C@H:8]([O:57][Si:69]([CH2:70][CH2:71][CH2:72][CH2:73][C:74]([O:76][CH2:77][C:78]3[CH:79]=[CH:80][CH:81]=[CH:82][CH:83]=3)=[O:75])([CH3:85])[CH3:84])[C@@:7]2([CH3:58])[C:5]1=[O:6])(=[O:61])[CH3:62]. The yield is 0.270. (5) The reactants are [CH2:1]([O:3][C@@H:4]1[CH2:8][N:7]([C:9](=[O:19])[C@H:10]([CH:16]([CH3:18])[CH3:17])[NH:11][C:12]([O:14][CH3:15])=[O:13])[C@H:6]([C:20]2[NH:24][C:23]3[C:25]4[C:30]([CH:31]=[CH:32][C:22]=3[N:21]=2)=[CH:29][C:28]2[C:33]3[C:38]([CH2:39][O:40][C:27]=2[CH:26]=4)=[CH:37][C:36]([C:41]2[NH:45][C:44]([C@@H:46]4[CH2:50][CH2:49][CH2:48][N:47]4C(OC(C)(C)C)=O)=[N:43][CH:42]=2)=[CH:35][CH:34]=3)[CH2:5]1)[CH3:2].Cl.[CH3:59][O:60][C:61]([NH:63][C@H:64]([C:68]1[CH:73]=[CH:72][CH:71]=[CH:70][CH:69]=1)[C:65]([OH:67])=O)=[O:62].CCN(C(C)C)C(C)C.CCOC(C(C#N)=NOC(N1CCOCC1)=[N+](C)C)=O.F[P-](F)(F)(F)(F)F. The catalyst is C(Cl)Cl.CO.CN(C=O)C. The product is [CH3:59][O:60][C:61](=[O:62])[NH:63][C@H:64]([C:68]1[CH:73]=[CH:72][CH:71]=[CH:70][CH:69]=1)[C:65]([N:47]1[CH2:48][CH2:49][CH2:50][C@H:46]1[C:44]1[NH:45][C:41]([C:36]2[CH:37]=[C:38]3[CH2:39][O:40][C:27]4[CH:26]=[C:25]5[C:30]([CH:31]=[CH:32][C:22]6[N:21]=[C:20]([C@@H:6]7[CH2:5][C@H:4]([O:3][CH2:1][CH3:2])[CH2:8][N:7]7[C:9](=[O:19])[C@@H:10]([NH:11][C:12]([O:14][CH3:15])=[O:13])[CH:16]([CH3:17])[CH3:18])[NH:24][C:23]=65)=[CH:29][C:28]=4[C:33]3=[CH:34][CH:35]=2)=[CH:42][N:43]=1)=[O:67]. The yield is 0.180.